Dataset: Forward reaction prediction with 1.9M reactions from USPTO patents (1976-2016). Task: Predict the product of the given reaction. (1) Given the reactants [O:1]1[CH:5]=[CH:4][CH:3]=[C:2]1[C:6]1[O:7][C:8]([CH3:44])=[C:9]([CH2:11][O:12][C:13]2[CH:41]=[CH:40][C:16]([CH2:17][O:18][C:19]3[C:23](/[CH:24]=[CH:25]/[P:26](=[O:33])([O:30]CC)[O:27]CC)=[CH:22][N:21]([C:34]4[CH:39]=[CH:38][CH:37]=[CH:36][CH:35]=4)[N:20]=3)=[CH:15][C:14]=2[O:42][CH3:43])[N:10]=1.C(#N)C.C[Si](Br)(C)C, predict the reaction product. The product is: [O:1]1[CH:5]=[CH:4][CH:3]=[C:2]1[C:6]1[O:7][C:8]([CH3:44])=[C:9]([CH2:11][O:12][C:13]2[CH:41]=[CH:40][C:16]([CH2:17][O:18][C:19]3[C:23](/[CH:24]=[CH:25]/[P:26](=[O:27])([OH:33])[OH:30])=[CH:22][N:21]([C:34]4[CH:35]=[CH:36][CH:37]=[CH:38][CH:39]=4)[N:20]=3)=[CH:15][C:14]=2[O:42][CH3:43])[N:10]=1. (2) Given the reactants [C:1]1([C:21]2[CH:26]=[CH:25][CH:24]=[CH:23][CH:22]=2)[CH:6]=[CH:5][C:4]([C:7]([N:9]2[CH2:13][C:12](=[N:14][O:15][CH3:16])[CH2:11][C@H:10]2[CH2:17][C:18](O)=[O:19])=[O:8])=[CH:3][CH:2]=1.O[N:28]=[C:29]([NH2:31])[CH3:30].CC(C)N=C=NC(C)C, predict the reaction product. The product is: [CH3:16][O:15][N:14]=[C:12]1[CH2:11][C@@H:10]([CH2:17][C:18]2[O:19][N:31]=[C:29]([CH3:30])[N:28]=2)[N:9]([C:7]([C:4]2[CH:3]=[CH:2][C:1]([C:21]3[CH:22]=[CH:23][CH:24]=[CH:25][CH:26]=3)=[CH:6][CH:5]=2)=[O:8])[CH2:13]1. (3) Given the reactants [C:1]([CH:4]1[CH:17]2[CH2:18][CH:6]([CH:7]3[CH:16]2[C:15]2[CH2:19][CH:8]3[CH:9]3[C:14]=2[CH:13]2[CH2:20][CH:10]3[CH2:11][CH2:12]2)[CH2:5]1)([OH:3])=[O:2].[O:21]1[CH:26]=[CH:25][CH2:24][CH2:23][CH2:22]1, predict the reaction product. The product is: [O:21]1[CH2:26][CH2:25][CH2:24][CH2:23][CH:22]1[O:2][C:1]([CH:4]1[CH:17]2[CH2:18][CH:6]([CH:7]3[CH:16]2[C:15]2[CH2:19][CH:8]3[CH:9]3[C:14]=2[CH:13]2[CH2:20][CH:10]3[CH2:11][CH2:12]2)[CH2:5]1)=[O:3]. (4) Given the reactants [H-].[Na+].[C:3]([O:7][C:8]([N:10]1[CH2:15][CH2:14][N:13]([C:16]2[CH:17]=[CH:18][CH:19]=[C:20]3[C:24]=2[NH:23][CH:22]=[CH:21]3)[CH2:12][CH2:11]1)=[O:9])([CH3:6])([CH3:5])[CH3:4].[Cl:25][C:26]1[CH:27]=[C:28]([S:32][S:32][C:28]2[CH:29]=[CH:30][CH:31]=[C:26]([Cl:25])[CH:27]=2)[CH:29]=[CH:30][CH:31]=1.O.[CH3:42]N(C=O)C, predict the reaction product. The product is: [C:3]([O:7][C:8]([N:10]1[CH2:15][CH2:14][N:13]([C:16]2[CH:17]=[CH:18][CH:19]=[C:20]3[C:24]=2[N:23]([CH3:42])[CH:22]=[C:21]3[S:32][C:28]2[CH:29]=[CH:30][CH:31]=[C:26]([Cl:25])[CH:27]=2)[CH2:12][CH2:11]1)=[O:9])([CH3:6])([CH3:4])[CH3:5].